From a dataset of Catalyst prediction with 721,799 reactions and 888 catalyst types from USPTO. Predict which catalyst facilitates the given reaction. (1) Reactant: [CH3:1][O:2][C:3]1[CH:4]=[C:5]([CH:11]([C:14](=O)[CH:15]([CH3:17])[CH3:16])[C:12]#[N:13])[CH:6]=[CH:7][C:8]=1[O:9][CH3:10].[NH2:19][NH2:20].[OH:21][C:22]1[CH:29]=[CH:28][C:25]([CH:26]=O)=[CH:24][CH:23]=1.[F:30][C:31]([F:36])([F:35])[C:32]([OH:34])=[O:33]. Product: [F:30][C:31]([F:36])([F:35])[C:32]([OH:34])=[O:33].[CH3:16][CH:15]([C:14]1[C:11]2[C:5]3[CH:4]=[C:3]([O:2][CH3:1])[C:8]([O:9][CH3:10])=[CH:7][C:6]=3[C:26]([C:25]3[CH:28]=[CH:29][C:22]([OH:21])=[CH:23][CH:24]=3)=[N:13][C:12]=2[NH:20][N:19]=1)[CH3:17]. The catalyst class is: 8. (2) Reactant: C([N:8]1[CH2:12][CH2:11][C:10]([C:20]2[C:28]3[C:23](=[CH:24][CH:25]=[CH:26][CH:27]=3)[NH:22][CH:21]=2)([CH2:13][C:14]2[CH:19]=[CH:18][CH:17]=[CH:16][CH:15]=2)[CH2:9]1)C1C=CC=CC=1. Product: [CH2:13]([C:10]1([C:20]2[C:28]3[C:23](=[CH:24][CH:25]=[CH:26][CH:27]=3)[NH:22][CH:21]=2)[CH2:11][CH2:12][NH:8][CH2:9]1)[C:14]1[CH:15]=[CH:16][CH:17]=[CH:18][CH:19]=1. The catalyst class is: 105. (3) Reactant: [F:1][C:2]1[CH:7]=[C:6]([N+:8]([O-:10])=[O:9])[C:5]([F:11])=[CH:4][C:3]=1[OH:12].C(=O)([O-])[O-].[K+].[K+].I[CH2:20][CH2:21][CH3:22]. Product: [F:11][C:5]1[CH:4]=[C:3]([O:12][CH2:20][CH2:21][CH3:22])[C:2]([F:1])=[CH:7][C:6]=1[N+:8]([O-:10])=[O:9]. The catalyst class is: 10. (4) Reactant: [CH2:1]([C:3]1[CH:4]=[C:5]([CH2:13][CH:14]([NH:20][C:21]([N:23]2[CH2:28][CH2:27][CH:26]([N:29]3[CH2:38][C:37]4[C:32](=[CH:33][CH:34]=[CH:35][CH:36]=4)[NH:31][C:30]3=[O:39])[CH2:25][CH2:24]2)=[O:22])[C:15]2[NH:19][N:18]=[N:17][N:16]=2)[CH:6]=[C:7]2[C:11]=1[NH:10][N:9]=[C:8]2[CH3:12])[CH3:2].[C:40](=O)([O-])[O-].[Na+].[Na+].IC. Product: [CH2:1]([C:3]1[CH:4]=[C:5]([CH2:13][CH:14]([NH:20][C:21]([N:23]2[CH2:24][CH2:25][CH:26]([N:29]3[CH2:38][C:37]4[C:32](=[CH:33][CH:34]=[CH:35][CH:36]=4)[NH:31][C:30]3=[O:39])[CH2:27][CH2:28]2)=[O:22])[C:15]2[N:16]([CH3:40])[N:17]=[N:18][N:19]=2)[CH:6]=[C:7]2[C:11]=1[NH:10][N:9]=[C:8]2[CH3:12])[CH3:2]. The catalyst class is: 58. (5) Reactant: [Li:1]CCCC.[CH:6]([NH:9][CH:10]([CH3:12])[CH3:11])([CH3:8])[CH3:7].[F:13][C:14]1[CH:19]=[CH:18][CH:17]=[CH:16][N:15]=1.[I:20]I. Product: [CH:6]([N-:9][CH:10]([CH3:12])[CH3:11])([CH3:8])[CH3:7].[Li+:1].[F:13][C:14]1[C:19]([I:20])=[CH:18][CH:17]=[CH:16][N:15]=1. The catalyst class is: 1.